This data is from Catalyst prediction with 721,799 reactions and 888 catalyst types from USPTO. The task is: Predict which catalyst facilitates the given reaction. Reactant: [C:1]([CH:3]1[CH2:6][N:5]([C:7](=[O:31])[C@H:8]([NH:10][C:11]([C:13]2[C:21]3[C:16](=[N:17][CH:18]=[C:19](Br)[N:20]=3)[N:15]([CH2:23][O:24][CH2:25][CH2:26][Si:27]([CH3:30])([CH3:29])[CH3:28])[CH:14]=2)=[O:12])[CH3:9])[CH2:4]1)#[N:2].C([Sn](CCCC)(CCCC)[C:37]1[N:41]2[CH:42]=[CH:43][CH:44]=[CH:45][C:40]2=[N:39][CH:38]=1)CCC. Product: [C:1]([CH:3]1[CH2:6][N:5]([C:7](=[O:31])[C@H:8]([NH:10][C:11]([C:13]2[C:21]3[C:16](=[N:17][CH:18]=[C:19]([C:37]4[N:41]5[CH:42]=[CH:43][CH:44]=[CH:45][C:40]5=[N:39][CH:38]=4)[N:20]=3)[N:15]([CH2:23][O:24][CH2:25][CH2:26][Si:27]([CH3:30])([CH3:29])[CH3:28])[CH:14]=2)=[O:12])[CH3:9])[CH2:4]1)#[N:2]. The catalyst class is: 128.